This data is from NCI-60 drug combinations with 297,098 pairs across 59 cell lines. The task is: Regression. Given two drug SMILES strings and cell line genomic features, predict the synergy score measuring deviation from expected non-interaction effect. Drug 1: CC(C)NC(=O)C1=CC=C(C=C1)CNNC.Cl. Drug 2: N.N.Cl[Pt+2]Cl. Cell line: CCRF-CEM. Synergy scores: CSS=49.3, Synergy_ZIP=0.108, Synergy_Bliss=1.15, Synergy_Loewe=3.14, Synergy_HSA=3.21.